This data is from Reaction yield outcomes from USPTO patents with 853,638 reactions. The task is: Predict the reaction yield, written as a fraction of the theoretical maximum amount of product (1.0 means a 100% yield; for example, 0.34 means a 34% yield). (1) The reactants are [F:1][CH:2]([F:25])[O:3][C:4]1[CH:9]=[CH:8][C:7]([CH:10]([NH:14]C(=O)OCC2C=CC=CC=2)[CH2:11][O:12][CH3:13])=[CH:6][CH:5]=1.[H][H]. The catalyst is CO.[Pd]. The product is [F:1][CH:2]([F:25])[O:3][C:4]1[CH:5]=[CH:6][C:7]([CH:10]([NH2:14])[CH2:11][O:12][CH3:13])=[CH:8][CH:9]=1. The yield is 0.940. (2) The reactants are [NH:1]1[C:5]([C:6]2[CH:7]=[C:8]([CH:11]=[CH:12][CH:13]=2)[CH:9]=O)=[N:4][N:3]=[N:2]1.[C:14]([O:18][C:19]([CH3:22])([CH3:21])[CH3:20])(=[O:17])[NH:15][NH2:16]. The catalyst is C1COCC1. The product is [C:19]([O:18][C:14]([NH:15][N:16]=[CH:9][C:8]1[CH:11]=[CH:12][CH:13]=[C:6]([C:5]2[NH:4][N:3]=[N:2][N:1]=2)[CH:7]=1)=[O:17])([CH3:22])([CH3:21])[CH3:20]. The yield is 1.00. (3) The reactants are [F:1][C:2]1[CH:3]=[C:4]([NH:18][C:19](=[O:25])[C:20](OCC)=[O:21])[CH:5]=[CH:6][C:7]=1[O:8][C:9]1[CH:14]=[CH:13][N:12]=[C:11]2[CH:15]=[CH:16][S:17][C:10]=12.[O:26]1[CH2:31][CH2:30][N:29]([CH2:32][CH2:33][NH2:34])[CH2:28][CH2:27]1. The catalyst is C(OCC)C. The product is [F:1][C:2]1[CH:3]=[C:4]([NH:18][C:19](=[O:25])[C:20]([NH:34][CH2:33][CH2:32][N:29]2[CH2:30][CH2:31][O:26][CH2:27][CH2:28]2)=[O:21])[CH:5]=[CH:6][C:7]=1[O:8][C:9]1[CH:14]=[CH:13][N:12]=[C:11]2[CH:15]=[CH:16][S:17][C:10]=12. The yield is 0.380. (4) The reactants are C[Li].[C:3]([O:11][CH3:12])(=[O:10])[C:4]#[C:5][CH2:6][CH2:7][CH:8]=[CH2:9].[CH2:13](O)C. The catalyst is C1COCC1.CCOCC.[Cu]I. The product is [CH3:13]/[C:5](/[CH2:6][CH2:7][CH:8]=[CH2:9])=[CH:4]/[C:3]([O:11][CH3:12])=[O:10]. The yield is 1.00.